Dataset: M1 muscarinic receptor agonist screen with 61,833 compounds. Task: Binary Classification. Given a drug SMILES string, predict its activity (active/inactive) in a high-throughput screening assay against a specified biological target. (1) The result is 0 (inactive). The molecule is O1CCN(CC1)CCNc1nc(nc2c1cccc2)c1ccc(cc1)C. (2) The result is 0 (inactive). The drug is O=c1n(c2c(c(=O)n1c1ccccc1)ccc(c2)C(=O)NCc1occc1)CC(=O)NC(CC)C. (3) The compound is O=C(NC12CC3CC(C1)CC(C2)C3)NC(=O)COC(=O)c1c(onc1C)C. The result is 0 (inactive). (4) The result is 0 (inactive). The compound is s1c2CC(CCc2nc1NC(=O)CN1CCN(CC1)c1ccc(OC)cc1)C. (5) The molecule is S(=O)(=O)(N1CCC(CC1)c1[nH]c2c(n1)cccc2)c1ccc(NC(=O)C)cc1. The result is 0 (inactive). (6) The drug is Clc1c(cc(NC(=O)C)cc1)C(=O)N. The result is 0 (inactive). (7) The compound is Clc1c(ccc(OC(c2sc(nn2)N)C)c1)C. The result is 1 (active).